Dataset: Reaction yield outcomes from USPTO patents with 853,638 reactions. Task: Predict the reaction yield, written as a fraction of the theoretical maximum amount of product (1.0 means a 100% yield; for example, 0.34 means a 34% yield). The reactants are [NH2:1][C:2]1[N:7]=[C:6]([C:8]2[N:12]3[CH:13]=[CH:14][CH:15]=[CH:16][C:11]3=[N:10][CH:9]=2)[CH:5]=[CH:4][N:3]=1.Br[C:18]1[CH:32]=[CH:31][C:21]([C:22]([C:24]2[CH:29]=[CH:28][CH:27]=[C:26]([Cl:30])[CH:25]=2)=[O:23])=[CH:20][CH:19]=1. No catalyst specified. The product is [Cl:30][C:26]1[CH:25]=[C:24]([CH:29]=[CH:28][CH:27]=1)[C:22]([C:21]1[CH:31]=[CH:32][C:18]([NH:1][C:2]2[N:7]=[C:6]([C:8]3[N:12]4[CH:13]=[CH:14][CH:15]=[CH:16][C:11]4=[N:10][CH:9]=3)[CH:5]=[CH:4][N:3]=2)=[CH:19][CH:20]=1)=[O:23]. The yield is 0.210.